From a dataset of Forward reaction prediction with 1.9M reactions from USPTO patents (1976-2016). Predict the product of the given reaction. (1) Given the reactants [NH:1]1[CH:5]=[CH:4][C:3]([C:6]([O:8][CH3:9])=[O:7])=[CH:2]1.[Br:10]N1C(=O)CCC1=O.O, predict the reaction product. The product is: [Br:10][C:5]1[NH:1][CH:2]=[C:3]([C:6]([O:8][CH3:9])=[O:7])[CH:4]=1. (2) Given the reactants Cl.[F:2][C:3]1[CH:8]=[CH:7][C:6]([NH:9][C:10]2[CH:15]=[CH:14][N:13]=[C:12]([NH:16][C:17]3[CH:22]=[CH:21][C:20]([S:23]([Cl:26])(=[O:25])=[O:24])=[CH:19][CH:18]=3)[N:11]=2)=[CH:5][CH:4]=1.C(OC([N:34]1[CH2:38][CH2:37][CH2:36][CH:35]1[CH2:39][NH:40][CH:41]1[CH2:46][CH2:45][N:44]([CH3:47])[CH2:43][CH2:42]1)=O)(C)(C)C, predict the reaction product. The product is: [ClH:26].[F:2][C:3]1[CH:8]=[CH:7][C:6]([NH:9][C:10]2[CH:15]=[CH:14][N:13]=[C:12]([NH:16][C:17]3[CH:22]=[CH:21][C:20]([S:23]([N:40]([CH:41]4[CH2:42][CH2:43][N:44]([CH3:47])[CH2:45][CH2:46]4)[CH2:39][C@H:35]4[CH2:36][CH2:37][CH2:38][NH:34]4)(=[O:25])=[O:24])=[CH:19][CH:18]=3)[N:11]=2)=[CH:5][CH:4]=1.